Dataset: Full USPTO retrosynthesis dataset with 1.9M reactions from patents (1976-2016). Task: Predict the reactants needed to synthesize the given product. (1) The reactants are: [CH3:1][O:2][C:3]1[CH:8]=[CH:7][CH:6]=[C:5]([N:9]2[CH2:14][CH2:13][N:12](C(OCC3C=CC=CC=3)=O)[CH2:11][CH2:10]2)[C:4]=1[CH2:25][CH2:26][N:27]1[CH2:32][CH2:31][CH:30]([N:33]2[C:41]3[C:36](=[CH:37][CH:38]=[C:39]([C:42]([NH2:44])=[O:43])[CH:40]=3)[CH:35]=[CH:34]2)[CH2:29][CH2:28]1.[H][H]. Given the product [CH3:1][O:2][C:3]1[CH:8]=[CH:7][CH:6]=[C:5]([N:9]2[CH2:10][CH2:11][NH:12][CH2:13][CH2:14]2)[C:4]=1[CH2:25][CH2:26][N:27]1[CH2:32][CH2:31][CH:30]([N:33]2[C:41]3[C:36](=[CH:37][CH:38]=[C:39]([C:42]([NH2:44])=[O:43])[CH:40]=3)[CH:35]=[CH:34]2)[CH2:29][CH2:28]1, predict the reactants needed to synthesize it. (2) Given the product [Cl:30][C:24]1[CH:23]=[C:22]([C:19]2[CH:20]=[CH:21][N:17]([C@@H:15]([CH3:16])[CH2:14][NH:13][C:11]([C:9]3[N:10]=[C:6]([CH:3]([OH:5])[CH3:4])[O:7][CH:8]=3)=[O:12])[N:18]=2)[CH:27]=[CH:26][C:25]=1[C:28]#[N:29], predict the reactants needed to synthesize it. The reactants are: [BH4-].[Na+].[C:3]([C:6]1[O:7][CH:8]=[C:9]([C:11]([NH:13][CH2:14][C@@H:15]([N:17]2[CH:21]=[CH:20][C:19]([C:22]3[CH:27]=[CH:26][C:25]([C:28]#[N:29])=[C:24]([Cl:30])[CH:23]=3)=[N:18]2)[CH3:16])=[O:12])[N:10]=1)(=[O:5])[CH3:4].